This data is from Reaction yield outcomes from USPTO patents with 853,638 reactions. The task is: Predict the reaction yield, written as a fraction of the theoretical maximum amount of product (1.0 means a 100% yield; for example, 0.34 means a 34% yield). The reactants are Br[CH2:2][C:3]1[CH:10]=[CH:9][C:6]([C:7]#[N:8])=[CH:5][CH:4]=1.C([O-])([O-])=O.[K+].[K+].[F:17][C:18]1[CH:19]=[C:20]([OH:24])[CH:21]=[CH:22][CH:23]=1. The catalyst is CC(C)=O. The product is [F:17][C:18]1[CH:19]=[C:20]([CH:21]=[CH:22][CH:23]=1)[O:24][CH2:2][C:3]1[CH:10]=[CH:9][C:6]([C:7]#[N:8])=[CH:5][CH:4]=1. The yield is 0.870.